Dataset: Catalyst prediction with 721,799 reactions and 888 catalyst types from USPTO. Task: Predict which catalyst facilitates the given reaction. (1) Reactant: [OH:1][CH2:2][CH2:3][C:4]#[C:5][C:6]1[CH:11]=[CH:10][C:9]([CH2:12][C:13]([O:15][CH3:16])=[O:14])=[CH:8][CH:7]=1.[H][H]. Product: [OH:1][CH2:2][CH2:3][CH2:4][CH2:5][C:6]1[CH:7]=[CH:8][C:9]([CH2:12][C:13]([O:15][CH3:16])=[O:14])=[CH:10][CH:11]=1. The catalyst class is: 381. (2) Reactant: Br[C:2]1[CH:7]=[CH:6][C:5]([N:8]2[C:12]3[N:13]=[CH:14][N:15]([CH2:18][C:19]4([OH:30])[CH2:24][CH2:23][N:22]([C:25]([CH:27]5[CH2:29][CH2:28]5)=[O:26])[CH2:21][CH2:20]4)[C:16](=[O:17])[C:11]=3[CH:10]=[N:9]2)=[CH:4][CH:3]=1.[CH3:31][N:32]1[CH2:37][CH2:36][N:35]([C:38]2[CH:39]=[N:40][NH:41][CH:42]=2)[CH2:34][CH2:33]1.C(=O)([O-])[O-].[K+].[K+].[C@H]1(N)CCCC[C@@H]1N. Product: [CH:27]1([C:25]([N:22]2[CH2:23][CH2:24][C:19]([CH2:18][N:15]3[C:16](=[O:17])[C:11]4[CH:10]=[N:9][N:8]([C:5]5[CH:6]=[CH:7][C:2]([N:40]6[CH:39]=[C:38]([N:35]7[CH2:36][CH2:37][N:32]([CH3:31])[CH2:33][CH2:34]7)[CH:42]=[N:41]6)=[CH:3][CH:4]=5)[C:12]=4[N:13]=[CH:14]3)([OH:30])[CH2:20][CH2:21]2)=[O:26])[CH2:29][CH2:28]1. The catalyst class is: 12. (3) Reactant: [CH3:1][C:2]([C:8]1[CH:13]=[CH:12][C:11]([N+:14]([O-:16])=[O:15])=[CH:10][CH:9]=1)([CH3:7])[CH2:3][C:4]([NH2:6])=O.B.C1C[O:21][CH2:20][CH2:19]1.C(Cl)(=O)C. Product: [CH3:1][C:2]([C:8]1[CH:13]=[CH:12][C:11]([N+:14]([O-:16])=[O:15])=[CH:10][CH:9]=1)([CH3:7])[CH2:3][CH2:4][NH:6][C:20](=[O:21])[CH3:19]. The catalyst class is: 76. (4) Reactant: [Cl:1][C:2]1[CH:7]=[C:6]([C:8]([CH3:11])([CH3:10])[CH3:9])[CH:5]=[CH:4][C:3]=1[OH:12].N1C=CC=CC=1.[F:19][C:20]([F:33])([F:32])[S:21](O[S:21]([C:20]([F:33])([F:32])[F:19])(=[O:23])=[O:22])(=[O:23])=[O:22].CCCCCC. Product: [F:19][C:20]([F:33])([F:32])[S:21]([O:12][C:3]1[CH:4]=[CH:5][C:6]([C:8]([CH3:9])([CH3:11])[CH3:10])=[CH:7][C:2]=1[Cl:1])(=[O:23])=[O:22]. The catalyst class is: 4. (5) The catalyst class is: 22. Product: [OH:11][C:10]1[N:5]([CH2:1][CH2:2][CH3:3])[C:6](=[O:20])[N:7]([CH2:13][C:14]2[CH:15]=[CH:16][CH:17]=[CH:18][CH:19]=2)[C:8](=[O:12])[C:9]=1[C:31]([NH:30][CH2:33][C:34]([OH:36])=[O:35])=[O:32]. Reactant: [CH2:1]([N:5]1[C:10](=[O:11])[CH2:9][C:8](=[O:12])[N:7]([CH2:13][C:14]2[CH:19]=[CH:18][CH:17]=[CH:16][CH:15]=2)[C:6]1=[O:20])[CH2:2][CH2:3]C.C(N(C(C)C)CC)(C)C.[N:30]([CH2:33][C:34]([O:36]CC)=[O:35])=[C:31]=[O:32]. (6) Reactant: I[C:2]1[N:9]2[C:5]([S:6][C:7]([C:10]3[CH:11]=[C:12]([CH:19]=[CH:20][CH:21]=3)[CH2:13][NH:14][S:15]([CH3:18])(=[O:17])=[O:16])=[N:8]2)=[N:4][CH:3]=1.CC1(C)C(C)(C)OB([C:30]2[CH:31]=[C:32]([C:37]([F:40])([F:39])[F:38])[C:33]([NH2:36])=[N:34][CH:35]=2)O1.C([O-])([O-])=O.[K+].[K+]. Product: [NH2:36][C:33]1[N:34]=[CH:35][C:30]([C:2]2[N:9]3[C:5]([S:6][C:7]([C:10]4[CH:11]=[C:12]([CH:19]=[CH:20][CH:21]=4)[CH2:13][NH:14][S:15]([CH3:18])(=[O:17])=[O:16])=[N:8]3)=[N:4][CH:3]=2)=[CH:31][C:32]=1[C:37]([F:40])([F:38])[F:39]. The catalyst class is: 551.